Dataset: TCR-epitope binding with 47,182 pairs between 192 epitopes and 23,139 TCRs. Task: Binary Classification. Given a T-cell receptor sequence (or CDR3 region) and an epitope sequence, predict whether binding occurs between them. (1) The epitope is FVRATATIPI. The TCR CDR3 sequence is CASSLPWDRDDRDTEAFF. Result: 0 (the TCR does not bind to the epitope). (2) The epitope is FTISVTTEIL. The TCR CDR3 sequence is CASSFWTGNTGELFF. Result: 0 (the TCR does not bind to the epitope). (3) The epitope is FVDGVPFVV. The TCR CDR3 sequence is CASSLDPPPYEQYF. Result: 1 (the TCR binds to the epitope). (4) The epitope is LLWNGPMAV. The TCR CDR3 sequence is CASSQGQANEKLFF. Result: 1 (the TCR binds to the epitope).